Dataset: Peptide-MHC class II binding affinity with 134,281 pairs from IEDB. Task: Regression. Given a peptide amino acid sequence and an MHC pseudo amino acid sequence, predict their binding affinity value. This is MHC class II binding data. (1) The peptide sequence is CSGEPVVVHITDDNE. The MHC is DRB1_0802 with pseudo-sequence DRB1_0802. The binding affinity (normalized) is 0.0291. (2) The peptide sequence is GCQTYKWETFLTSEL. The MHC is HLA-DPA10201-DPB10501 with pseudo-sequence HLA-DPA10201-DPB10501. The binding affinity (normalized) is 0.524. (3) The binding affinity (normalized) is 0.603. The peptide sequence is GELQIVDKIDIAFKI. The MHC is DRB5_0101 with pseudo-sequence DRB5_0101.